This data is from Catalyst prediction with 721,799 reactions and 888 catalyst types from USPTO. The task is: Predict which catalyst facilitates the given reaction. (1) Reactant: CCO.CC(O)C.[CH3:8][N:9]1[CH2:14][CH2:13][CH:12]([CH2:15][CH2:16][CH2:17][N:18](C(OCC2C=CC=CC=2)=O)[C:19]([NH:21]C(OCC2C=CC=CC=2)=O)=[NH:20])[CH2:11][CH2:10]1.[H][H]. Product: [CH3:8][N:9]1[CH2:10][CH2:11][CH:12]([CH2:15][CH2:16][CH2:17][NH:18][C:19]([NH2:21])=[NH:20])[CH2:13][CH2:14]1. The catalyst class is: 386. (2) Reactant: [NH2:1][C:2]1[CH:30]=[CH:29][C:5]2[NH:6][C:7]([C:12]3[C:13](=[O:28])[C:14]([CH2:24][CH:25]4[CH2:27][CH2:26]4)([CH3:23])[C:15]4[C:20]([C:21]=3[OH:22])=[CH:19][CH:18]=[CH:17][CH:16]=4)=[N:8][S:9](=[O:11])(=[O:10])[C:4]=2[CH:3]=1.N1C=CC=CC=1.[CH3:37][S:38](Cl)(=[O:40])=[O:39]. The catalyst class is: 4. Product: [CH:25]1([CH2:24][C:14]2([CH3:23])[C:15]3[C:20](=[CH:19][CH:18]=[CH:17][CH:16]=3)[C:21]([OH:22])=[C:12]([C:7]3[NH:6][C:5]4[CH:29]=[CH:30][C:2]([NH:1][S:38]([CH3:37])(=[O:40])=[O:39])=[CH:3][C:4]=4[S:9](=[O:11])(=[O:10])[N:8]=3)[C:13]2=[O:28])[CH2:26][CH2:27]1.